Dataset: Reaction yield outcomes from USPTO patents with 853,638 reactions. Task: Predict the reaction yield, written as a fraction of the theoretical maximum amount of product (1.0 means a 100% yield; for example, 0.34 means a 34% yield). (1) The reactants are [NH2:1][C:2]1[CH:3]=[C:4]([CH2:8][CH2:9]O)[CH:5]=[CH:6][CH:7]=1.[BrH:11]. No catalyst specified. The product is [Br:11][CH2:9][CH2:8][C:4]1[CH:3]=[C:2]([NH2:1])[CH:7]=[CH:6][CH:5]=1. The yield is 0.610. (2) The reactants are CN(C)C=O.N(OC(C)(C)C)=O.Cl.N[C:15]1[CH:16]=[C:17]([CH:40]=[CH:41][C:42]=1[N:43]1[CH:47]=[N:46][CH:45]=[N:44]1)[C:18]([NH:20][C:21]1[C:26]([CH3:27])=[CH:25][C:24]([C:28]([F:37])([C:33]([F:36])([F:35])[F:34])[C:29]([F:32])([F:31])[F:30])=[CH:23][C:22]=1[CH2:38][CH3:39])=[O:19]. The catalyst is O. The product is [CH2:38]([C:22]1[CH:23]=[C:24]([C:28]([F:37])([C:33]([F:34])([F:35])[F:36])[C:29]([F:31])([F:32])[F:30])[CH:25]=[C:26]([CH3:27])[C:21]=1[NH:20][C:18](=[O:19])[C:17]1[CH:40]=[CH:41][C:42]([N:43]2[CH:47]=[N:46][CH:45]=[N:44]2)=[CH:15][CH:16]=1)[CH3:39]. The yield is 0.610. (3) The reactants are [O:1]=[C:2]1[CH2:20][C:4]2([CH2:7][C:6]([C:14]([O:16][CH:17]([CH3:19])[CH3:18])=[O:15])([C:8]([O:10][CH:11]([CH3:13])[CH3:12])=[O:9])[CH2:5]2)[CH2:3]1.C[Si]([N-][Si](C)(C)C)(C)C.[K+].[F:31][C:32]([F:51])([F:50])[S:33](N(C1C=CC=CC=1)[S:33]([C:32]([F:51])([F:50])[F:31])(=[O:35])=[O:34])(=[O:35])=[O:34]. The catalyst is C1COCC1.O. The product is [F:31][C:32]([F:51])([F:50])[S:33]([O:1][C:2]1[CH2:3][C:4]2([CH2:5][C:6]([C:8]([O:10][CH:11]([CH3:13])[CH3:12])=[O:9])([C:14]([O:16][CH:17]([CH3:19])[CH3:18])=[O:15])[CH2:7]2)[CH:20]=1)(=[O:35])=[O:34]. The yield is 0.147.